Dataset: Full USPTO retrosynthesis dataset with 1.9M reactions from patents (1976-2016). Task: Predict the reactants needed to synthesize the given product. (1) Given the product [NH2:8][C:9]1[S:10][C:11]([C:45]2[CH:50]=[CH:49][CH:48]=[CH:47][N:46]=2)=[CH:12][C:13]=1[C:14]([N:16]1[CH2:17][CH2:18][CH:19]([N:22]2[CH2:34][C:26]3([C:30](=[O:31])[O:29][C:28]([CH3:33])([CH3:32])[CH2:27]3)[N:25]([C:35]([O:37][CH2:38][C:39]3[CH:40]=[CH:41][CH:42]=[CH:43][CH:44]=3)=[O:36])[CH2:24][CH2:23]2)[CH2:20][CH2:21]1)=[O:15], predict the reactants needed to synthesize it. The reactants are: C(OC([NH:8][C:9]1[S:10][C:11]([C:45]2[CH:50]=[CH:49][CH:48]=[CH:47][N:46]=2)=[CH:12][C:13]=1[C:14]([N:16]1[CH2:21][CH2:20][CH:19]([N:22]2[CH2:34][C:26]3([C:30](=[O:31])[O:29][C:28]([CH3:33])([CH3:32])[CH2:27]3)[N:25]([C:35]([O:37][CH2:38][C:39]3[CH:44]=[CH:43][CH:42]=[CH:41][CH:40]=3)=[O:36])[CH2:24][CH2:23]2)[CH2:18][CH2:17]1)=[O:15])=O)(C)(C)C.C(=O)([O-])O.[Na+]. (2) Given the product [CH3:1][C:2]1[CH:3]=[CH:4][N:5]2[C:10]=1[C:9](=[O:11])[N:8]([C:12]1[CH:17]=[CH:16][CH:15]=[CH:14][CH:13]=1)[C:7]([C@@H:18]([NH:20][C:21]1[C:22]3[C:29]([C:30]4[CH:35]=[CH:34][N:33]=[C:32]5[N:36]([S:39]([CH3:42])(=[O:41])=[O:40])[CH:37]=[CH:38][C:31]=45)=[CH:28][NH:27][C:23]=3[N:24]=[CH:25][N:26]=1)[CH3:19])=[N:6]2, predict the reactants needed to synthesize it. The reactants are: [CH3:1][C:2]1[CH:3]=[CH:4][N:5]2[C:10]=1[C:9](=[O:11])[N:8]([C:12]1[CH:17]=[CH:16][CH:15]=[CH:14][CH:13]=1)[C:7]([C@@H:18]([NH:20][C:21]1[C:22]3[C:29]([C:30]4[CH:35]=[CH:34][N:33]=[C:32]5[N:36]([S:39]([CH3:42])(=[O:41])=[O:40])[CH:37]=[CH:38][C:31]=45)=[CH:28][N:27](COCC[Si](C)(C)C)[C:23]=3[N:24]=[CH:25][N:26]=1)[CH3:19])=[N:6]2.FC(F)(F)C(O)=O.N. (3) Given the product [Br:23][CH2:24][CH2:25][CH2:26][C:7]([CH3:14])([C:1]1[CH:6]=[CH:5][CH:4]=[CH:3][CH:2]=1)[C:8]([O:10][CH2:11][CH3:12])=[O:9], predict the reactants needed to synthesize it. The reactants are: [C:1]1([CH2:7][C:8]([O:10][CH2:11][CH3:12])=[O:9])[CH:6]=[CH:5][CH:4]=[CH:3][CH:2]=1.[Li+].[CH3:14]C([N-]C(C)C)C.CI.[Br:23][CH2:24][CH2:25][CH2:26]Br.[NH4+].[Cl-]. (4) Given the product [Cl:15][C:16]1[CH:21]=[CH:20][C:19]([NH:22][C:23]2[C:24]3[CH:32]=[C:31]([NH:33][C:34](=[O:44])/[CH:35]=[CH:4]/[CH2:5][N:6]([CH3:7])[CH3:8])[N:30]=[CH:29][C:25]=3[N:26]=[CH:27][N:28]=2)=[CH:18][C:17]=1[C:45]#[CH:46], predict the reactants needed to synthesize it. The reactants are: C(O[CH:4](OCC)[CH2:5][N:6]([CH3:8])[CH3:7])C.Cl.[OH-].[K+].[Cl:15][C:16]1[CH:21]=[CH:20][C:19]([NH:22][C:23]2[C:24]3[CH:32]=[C:31]([NH:33][C:34](=[O:44])[CH2:35]P(=O)(OCC)OCC)[N:30]=[CH:29][C:25]=3[N:26]=[CH:27][N:28]=2)=[CH:18][C:17]=1[C:45]#[CH:46].[Li+].[Cl-]. (5) Given the product [CH3:25][C:26]1[CH:27]=[C:28]([CH:31]=[CH:32][CH:33]=1)[CH2:29][N:16]([C:13]1[CH:12]=[CH:11][C:10]([C:7]2[CH:8]=[CH:9][C:4]([O:3][C:2]([F:23])([F:24])[F:1])=[CH:5][CH:6]=2)=[CH:15][CH:14]=1)[C:17](=[O:22])[C:18]([O:20][CH3:21])=[O:19], predict the reactants needed to synthesize it. The reactants are: [F:1][C:2]([F:24])([F:23])[O:3][C:4]1[CH:9]=[CH:8][C:7]([C:10]2[CH:15]=[CH:14][C:13]([NH:16][C:17](=[O:22])[C:18]([O:20][CH3:21])=[O:19])=[CH:12][CH:11]=2)=[CH:6][CH:5]=1.[CH3:25][C:26]1[CH:27]=[C:28]([CH:31]=[CH:32][CH:33]=1)[CH2:29]Br.C(=O)([O-])[O-].[K+].[K+].C1OCCOCCOCCOCCOCCOC1. (6) The reactants are: [NH2:1][C:2]1[CH:7]=[CH:6][C:5]([C@@H:8]2[CH2:10][C@H:9]2[NH:11][C:12](=[O:18])[O:13][C:14]([CH3:17])([CH3:16])[CH3:15])=[CH:4][CH:3]=1.[C:19]1([C:28]2[CH:33]=[CH:32][CH:31]=[CH:30][CH:29]=2)[CH:24]=[CH:23][C:22]([C:25](O)=[O:26])=[CH:21][CH:20]=1.Cl.C(N=C=NCCCN(C)C)C.ON1C2C=CC=CC=2N=N1. Given the product [C:19]1([C:28]2[CH:29]=[CH:30][CH:31]=[CH:32][CH:33]=2)[CH:20]=[CH:21][C:22]([C:25]([NH:1][C:2]2[CH:7]=[CH:6][C:5]([C@@H:8]3[CH2:10][C@H:9]3[NH:11][C:12](=[O:18])[O:13][C:14]([CH3:15])([CH3:17])[CH3:16])=[CH:4][CH:3]=2)=[O:26])=[CH:23][CH:24]=1, predict the reactants needed to synthesize it.